This data is from Reaction yield outcomes from USPTO patents with 853,638 reactions. The task is: Predict the reaction yield, written as a fraction of the theoretical maximum amount of product (1.0 means a 100% yield; for example, 0.34 means a 34% yield). (1) The reactants are [N:1]12[CH2:8][CH2:7][C:4]([C:9]([C:18]3[CH:23]=[CH:22][C:21]([CH3:24])=[CH:20][CH:19]=3)([C:11]3[CH:16]=[CH:15][C:14]([CH3:17])=[CH:13][CH:12]=3)[OH:10])([CH2:5][CH2:6]1)[CH2:3][CH2:2]2.[C:25]1([CH2:31][O:32][CH2:33][CH2:34][Br:35])[CH:30]=[CH:29][CH:28]=[CH:27][CH:26]=1. The catalyst is CC#N. The product is [Br-:35].[OH:10][C:9]([C:11]1[CH:16]=[CH:15][C:14]([CH3:17])=[CH:13][CH:12]=1)([C:18]1[CH:23]=[CH:22][C:21]([CH3:24])=[CH:20][CH:19]=1)[C:4]12[CH2:5][CH2:6][N+:1]([CH2:34][CH2:33][O:32][CH2:31][C:25]3[CH:30]=[CH:29][CH:28]=[CH:27][CH:26]=3)([CH2:8][CH2:7]1)[CH2:2][CH2:3]2. The yield is 0.531. (2) The reactants are C([O:4][CH2:5][C:6]1[C:11]([N:12]2[CH2:24][CH2:23][N:15]3[C:16]4[CH2:17][CH2:18][CH2:19][CH2:20][C:21]=4[CH:22]=[C:14]3[C:13]2=[O:25])=[CH:10][C:9]([F:26])=[CH:8][C:7]=1[C:27]1[CH:32]=[C:31]([NH:33][C:34]2[CH:39]=[CH:38][C:37]([N:40]3[CH2:45][CH2:44][N:43]([CH:46]4[CH2:49][O:48][CH2:47]4)[CH2:42][C@@H:41]3[CH3:50])=[CH:36][N:35]=2)[C:30](=[O:51])[N:29]([CH3:52])[CH:28]=1)(=O)C.O.[Li+].[OH-]. The catalyst is C1COCC1. The product is [F:26][C:9]1[CH:8]=[C:7]([C:27]2[CH:32]=[C:31]([NH:33][C:34]3[CH:39]=[CH:38][C:37]([N:40]4[CH2:45][CH2:44][N:43]([CH:46]5[CH2:47][O:48][CH2:49]5)[CH2:42][C@@H:41]4[CH3:50])=[CH:36][N:35]=3)[C:30](=[O:51])[N:29]([CH3:52])[CH:28]=2)[C:6]([CH2:5][OH:4])=[C:11]([N:12]2[CH2:24][CH2:23][N:15]3[C:16]4[CH2:17][CH2:18][CH2:19][CH2:20][C:21]=4[CH:22]=[C:14]3[C:13]2=[O:25])[CH:10]=1. The yield is 0.420. (3) The reactants are [Cl-].O[NH3+:3].[C:4](=[O:7])([O-])[OH:5].[Na+].CS(C)=O.[CH2:13]([C:15]1[N:16]=[C:17]([CH2:48][CH2:49][CH3:50])[N:18]([CH2:33][C:34]2[CH:39]=[CH:38][C:37]([C:40]3[C:41]([C:46]#[N:47])=[CH:42][CH:43]=[CH:44][CH:45]=3)=[CH:36][CH:35]=2)[C:19](=[O:32])[C:20]=1[C:21]1[CH:26]=[CH:25][C:24]([O:27][C:28]([F:31])([F:30])[F:29])=[CH:23][CH:22]=1)[CH3:14]. The catalyst is O. The product is [CH2:13]([C:15]1[N:16]=[C:17]([CH2:48][CH2:49][CH3:50])[N:18]([CH2:33][C:34]2[CH:39]=[CH:38][C:37]([C:40]3[CH:45]=[CH:44][CH:43]=[CH:42][C:41]=3[C:46]3[NH:3][C:4](=[O:7])[O:5][N:47]=3)=[CH:36][CH:35]=2)[C:19](=[O:32])[C:20]=1[C:21]1[CH:22]=[CH:23][C:24]([O:27][C:28]([F:30])([F:29])[F:31])=[CH:25][CH:26]=1)[CH3:14]. The yield is 0.620. (4) The reactants are [Cl:1][C:2]1[CH:3]=[C:4]([CH:8]=[C:9]([S:12](Cl)(=[O:14])=[O:13])[C:10]=1[OH:11])[C:5]([OH:7])=O.C([N:18]([CH2:21][CH3:22])CC)C.[Cl:23][C:24]1[CH:29]=[CH:28][C:27]([C:30]2[CH:35]=[CH:34][CH:33]=[C:32]([CH2:36][NH:37][CH2:38][C:39]3[CH:44]=[CH:43][C:42]([F:45])=[CH:41][CH:40]=3)[CH:31]=2)=[CH:26][CH:25]=1. The catalyst is ClCCl. The product is [CH2:21]([NH:18][C:5](=[O:7])[C:4]1[CH:8]=[C:9]([S:12](=[O:14])(=[O:13])[N:37]([CH2:36][C:32]2[CH:31]=[C:30]([C:27]3[CH:28]=[CH:29][C:24]([Cl:23])=[CH:25][CH:26]=3)[CH:35]=[CH:34][CH:33]=2)[CH2:38][C:39]2[CH:40]=[CH:41][C:42]([F:45])=[CH:43][CH:44]=2)[C:10]([OH:11])=[C:2]([Cl:1])[CH:3]=1)[C:22]1[CH:4]=[CH:3][CH:2]=[CH:10][CH:9]=1. The yield is 0.260. (5) The reactants are [F:1][C:2]1[CH:7]=[C:6]([F:8])[CH:5]=[CH:4][C:3]=1[NH:9][C:10]1[N:15]=[CH:14][C:13]([C:16]([C:18]2[CH:23]=[C:22]([C:24]3[CH:29]=[CH:28][N:27]=[C:26]([S:30][CH3:31])[N:25]=3)[CH:21]=[CH:20][C:19]=2[O:32][CH3:33])=[O:17])=[CH:12][CH:11]=1.C1C=C(Cl)C=C(C(OO)=[O:42])C=1. The catalyst is C(Cl)Cl. The product is [F:1][C:2]1[CH:7]=[C:6]([F:8])[CH:5]=[CH:4][C:3]=1[NH:9][C:10]1[N:15]=[CH:14][C:13]([C:16]([C:18]2[CH:23]=[C:22]([C:24]3[CH:29]=[CH:28][N:27]=[C:26]([S:30]([CH3:31])=[O:42])[N:25]=3)[CH:21]=[CH:20][C:19]=2[O:32][CH3:33])=[O:17])=[CH:12][CH:11]=1. The yield is 0.820. (6) The reactants are [Li+].[OH-].[Cl-:3].C([O:7][C:8]1[CH:13]=[CH:12][C:11]2[S:14][C:15]3[C:16]4[C:21]([N+:22]([CH3:29])=[C:23]5[C:28]=3[CH:27]=[CH:26][CH:25]=[CH:24]5)=[CH:20][CH:19]=[CH:18][C:17]=4[C:10]=2[CH:9]=1)(=O)C. The catalyst is O1CCOCC1. The product is [Cl-:3].[OH:7][C:8]1[CH:13]=[CH:12][C:11]2[S:14][C:15]3[C:16]4[C:21]([N+:22]([CH3:29])=[C:23]5[C:28]=3[CH:27]=[CH:26][CH:25]=[CH:24]5)=[CH:20][CH:19]=[CH:18][C:17]=4[C:10]=2[CH:9]=1. The yield is 0.350. (7) The reactants are [Cl:1][C:2]1[CH:3]=[C:4]([NH:8][C:9](=[O:31])[C:10]2[CH:15]=[CH:14][CH:13]=[N:12][C:11]=2[NH:16][CH:17]2[CH2:22][CH2:21][N:20](C(=O)NOC(C)(C)C)[CH2:19][CH2:18]2)[CH:5]=[CH:6][CH:7]=1.Cl. The catalyst is C(O)C. The product is [Cl:1][C:2]1[CH:3]=[C:4]([NH:8][C:9](=[O:31])[C:10]2[CH:15]=[CH:14][CH:13]=[N:12][C:11]=2[NH:16][CH:17]2[CH2:22][CH2:21][NH:20][CH2:19][CH2:18]2)[CH:5]=[CH:6][CH:7]=1. The yield is 0.899. (8) The reactants are CC1C=C(N2CCN(CCOC3C=CC=CC=3)C2=O)SC=1C(O)=O.[C:25]([C:28]1[CH:49]=[CH:48][C:31]([CH2:32][N:33]2[CH2:37][CH2:36][N:35]([C:38]3[S:42][C:41]([C:43]([OH:45])=O)=[C:40]([CH3:46])[CH:39]=3)[C:34]2=[O:47])=[CH:30][CH:29]=1)(=[O:27])[NH2:26].[NH2:50][CH2:51][C:52]1[CH:53]=[N:54][CH:55]=[CH:56][CH:57]=1. No catalyst specified. The product is [C:25]([C:28]1[CH:49]=[CH:48][C:31]([CH2:32][N:33]2[CH2:37][CH2:36][N:35]([C:38]3[S:42][C:41]([C:43]([NH:50][CH2:51][C:52]4[CH:53]=[N:54][CH:55]=[CH:56][CH:57]=4)=[O:45])=[C:40]([CH3:46])[CH:39]=3)[C:34]2=[O:47])=[CH:30][CH:29]=1)(=[O:27])[NH2:26]. The yield is 0.710. (9) The reactants are BrC1C=C[C:5](NCC(OC)=O)=[N:6]C=1.[CH3:14][N:15]1[C:23]2[C:18](=[C:19]([O:24][CH3:25])[CH:20]=[CH:21][CH:22]=2)[C:17]([CH:26]=O)=[CH:16]1.CN1C2C(=CC=CC=2)C(C)=C1C=O. No catalyst specified. The product is [CH3:25][O:24][C:19]1[CH:20]=[CH:21][CH:22]=[C:23]2[C:18]=1[C:17]([CH2:26][NH:6][CH3:5])=[CH:16][N:15]2[CH3:14]. The yield is 0.950.